This data is from Full USPTO retrosynthesis dataset with 1.9M reactions from patents (1976-2016). The task is: Predict the reactants needed to synthesize the given product. (1) Given the product [CH3:6][C:7]1[N:8]=[C:9]([CH:34]=[O:35])[N:10]([C:12]([C:13]2[CH:18]=[CH:17][CH:16]=[CH:15][CH:14]=2)([C:19]2[CH:20]=[CH:21][CH:22]=[CH:23][CH:24]=2)[C:25]2[CH:30]=[CH:29][CH:28]=[CH:27][CH:26]=2)[CH:11]=1, predict the reactants needed to synthesize it. The reactants are: [Li]CCCC.[CH3:6][C:7]1[N:8]=[CH:9][N:10]([C:12]([C:25]2[CH:30]=[CH:29][CH:28]=[CH:27][CH:26]=2)([C:19]2[CH:24]=[CH:23][CH:22]=[CH:21][CH:20]=2)[C:13]2[CH:18]=[CH:17][CH:16]=[CH:15][CH:14]=2)[CH:11]=1.CN([CH:34]=[O:35])C.Cl.C([O-])(O)=O.[Na+]. (2) The reactants are: [CH3:1][N:2]1[CH2:7][CH2:6][N:5]([CH2:8][C:9]2[CH:10]=[C:11]([CH:13]=[C:14]([C:16]([F:19])([F:18])[F:17])[CH:15]=2)[NH2:12])[CH2:4][CH2:3]1.Cl[C:21](OC1C=CC([N+]([O-])=O)=CC=1)=[O:22].[O:33]1[CH:37]=[N:36][N:35]=[C:34]1[C:38]1[N:43]=[CH:42][N:41]=[C:40]([O:44][C:45]2[CH:46]=[C:47]([CH:49]=[CH:50][CH:51]=2)[NH2:48])[CH:39]=1.C(N(C(C)C)CC)(C)C. Given the product [O:33]1[CH:37]=[N:36][N:35]=[C:34]1[C:38]1[N:43]=[CH:42][N:41]=[C:40]([O:44][C:45]2[CH:46]=[C:47]([NH:48][C:21]([NH:12][C:11]3[CH:13]=[C:14]([C:16]([F:19])([F:17])[F:18])[CH:15]=[C:9]([CH2:8][N:5]4[CH2:6][CH2:7][N:2]([CH3:1])[CH2:3][CH2:4]4)[CH:10]=3)=[O:22])[CH:49]=[CH:50][CH:51]=2)[CH:39]=1, predict the reactants needed to synthesize it. (3) Given the product [CH:12]([C:3]1[CH:4]=[CH:5][C:6]2[C:11](=[CH:10][CH:9]=[CH:8][CH:7]=2)[C:2]=1[CH:23]=[O:24])=[CH:13][CH2:14][CH3:15], predict the reactants needed to synthesize it. The reactants are: Br[C:2]1[C:11]2[C:6](=[CH:7][CH:8]=[CH:9][CH:10]=2)[CH:5]=[CH:4][C:3]=1[CH:12]=[CH:13][CH2:14][CH3:15].C([Li])CCC.CN(C)[CH:23]=[O:24].[Cl-].[NH4+]. (4) Given the product [Cl:1][C:2]1[N:11]=[C:10]([N:12]2[CH2:16][CH2:15][C@H:14]([N:17]([CH2:26][CH2:27][CH2:28][CH2:29][CH2:30][CH3:31])[C:18](=[O:24])[O:19][C:20]([CH3:21])([CH3:23])[CH3:22])[CH2:13]2)[C:9]2[C:4](=[CH:5][CH:6]=[CH:7][CH:8]=2)[N:3]=1, predict the reactants needed to synthesize it. The reactants are: [Cl:1][C:2]1[N:11]=[C:10]([N:12]2[CH2:16][CH2:15][C@H:14]([NH:17][C:18](=[O:24])[O:19][C:20]([CH3:23])([CH3:22])[CH3:21])[CH2:13]2)[C:9]2[C:4](=[CH:5][CH:6]=[CH:7][CH:8]=2)[N:3]=1.I[CH2:26][CH2:27][CH2:28][CH2:29][CH2:30][CH3:31]. (5) Given the product [C:7]([C:11]1[O:12][CH:13]=[C:14]([C:16](=[C:25]([C:24]2[C:20]([Cl:19])=[N:21][N:22]([CH3:29])[C:23]=2[Cl:28])[OH:26])[C:17]#[N:18])[N:15]=1)([CH3:10])([CH3:8])[CH3:9], predict the reactants needed to synthesize it. The reactants are: CC(C)([O-])C.[K+].[C:7]([C:11]1[O:12][CH:13]=[C:14]([CH2:16][C:17]#[N:18])[N:15]=1)([CH3:10])([CH3:9])[CH3:8].[Cl:19][C:20]1[C:24]([C:25](Cl)=[O:26])=[C:23]([Cl:28])[N:22]([CH3:29])[N:21]=1. (6) Given the product [Cl:18][C:5]1[C:4]2[C:9](=[CH:10][C:11]([C:12]#[N:13])=[C:2]([F:1])[CH:3]=2)[N:8]=[CH:7][CH:6]=1, predict the reactants needed to synthesize it. The reactants are: [F:1][C:2]1[CH:3]=[C:4]2[C:9](=[CH:10][C:11]=1[C:12]#[N:13])[N:8]=[CH:7][CH:6]=[C:5]2O.O.O=P(Cl)(Cl)[Cl:18].